This data is from Peptide-MHC class I binding affinity with 185,985 pairs from IEDB/IMGT. The task is: Regression. Given a peptide amino acid sequence and an MHC pseudo amino acid sequence, predict their binding affinity value. This is MHC class I binding data. (1) The peptide sequence is SPAIFQSSM. The MHC is HLA-B18:01 with pseudo-sequence HLA-B18:01. The binding affinity (normalized) is 0. (2) The peptide sequence is PSLQNITRYI. The MHC is H-2-Db with pseudo-sequence H-2-Db. The binding affinity (normalized) is 0.00987.